This data is from Forward reaction prediction with 1.9M reactions from USPTO patents (1976-2016). The task is: Predict the product of the given reaction. Given the reactants [F:1][C:2]1[CH:7]=[C:6]([C:8]2[CH:13]=[CH:12][N:11]=[C:10]([CH3:14])[CH:9]=2)[C:5]([CH3:15])=[CH:4][C:3]=1[CH2:16][C:17]([OH:19])=O.[NH2:20][C:21]1[N:26]=[CH:25][C:24]([N:27]2[CH2:32][CH2:31][N:30]([C:33](=[O:35])[CH3:34])[CH2:29][CH2:28]2)=[CH:23][CH:22]=1.CN(C(ON1N=NC2C=CC=NC1=2)=[N+](C)C)C.F[P-](F)(F)(F)(F)F.CCN(C(C)C)C(C)C, predict the reaction product. The product is: [C:33]([N:30]1[CH2:29][CH2:28][N:27]([C:24]2[CH:23]=[CH:22][C:21]([NH:20][C:17](=[O:19])[CH2:16][C:3]3[CH:4]=[C:5]([CH3:15])[C:6]([C:8]4[CH:13]=[CH:12][N:11]=[C:10]([CH3:14])[CH:9]=4)=[CH:7][C:2]=3[F:1])=[N:26][CH:25]=2)[CH2:32][CH2:31]1)(=[O:35])[CH3:34].